From a dataset of Forward reaction prediction with 1.9M reactions from USPTO patents (1976-2016). Predict the product of the given reaction. Given the reactants [Cl:1][C:2]1[CH:3]=[C:4]([CH3:21])[C:5]2[N:6]([C:8]([CH2:17][C:18](O)=[O:19])=[C:9]([C:11]3[CH:16]=[CH:15][CH:14]=[CH:13][CH:12]=3)[N:10]=2)[CH:7]=1.B.Cl, predict the reaction product. The product is: [Cl:1][C:2]1[CH:3]=[C:4]([CH3:21])[C:5]2[N:6]([C:8]([CH2:17][CH2:18][OH:19])=[C:9]([C:11]3[CH:16]=[CH:15][CH:14]=[CH:13][CH:12]=3)[N:10]=2)[CH:7]=1.